Task: Predict the reaction yield, written as a fraction of the theoretical maximum amount of product (1.0 means a 100% yield; for example, 0.34 means a 34% yield).. Dataset: Reaction yield outcomes from USPTO patents with 853,638 reactions (1) The reactants are C[O:2][C:3](=[O:26])[CH:4]([NH:12][C:13]([C:15]1[S:16][CH:17]=[C:18]([C:20]2[CH:25]=[CH:24][CH:23]=[CH:22][CH:21]=2)[N:19]=1)=[O:14])[CH2:5][C:6]1[CH:11]=[CH:10][CH:9]=[CH:8][CH:7]=1.[OH-].[K+]. The catalyst is C(O)C. The product is [C:6]1([CH2:5][CH:4]([NH:12][C:13]([C:15]2[S:16][CH:17]=[C:18]([C:20]3[CH:25]=[CH:24][CH:23]=[CH:22][CH:21]=3)[N:19]=2)=[O:14])[C:3]([OH:26])=[O:2])[CH:11]=[CH:10][CH:9]=[CH:8][CH:7]=1. The yield is 0.800. (2) The reactants are [CH3:1][O:2][CH2:3][CH2:4][O:5][CH2:6][CH2:7][N:8]1[C:20]2[CH:19]=[CH:18][C:17](/[CH:21]=[CH:22]/[C:23]3[C:24]4[C:29]([N:30]=[C:31]5[C:36]=3[CH:35]=[CH:34][CH:33]=[CH:32]5)=[CH:28][CH:27]=[CH:26][CH:25]=4)=[CH:16][C:15]=2[C:14]2[C:9]1=[CH:10][CH:11]=[CH:12][CH:13]=2.[CH3:37][I:38]. The catalyst is C(#N)C. The product is [I-:38].[CH3:1][O:2][CH2:3][CH2:4][O:5][CH2:6][CH2:7][N:8]1[C:20]2[CH:19]=[CH:18][C:17](/[CH:21]=[CH:22]/[C:23]3[C:36]4[C:31]([N+:30]([CH3:37])=[C:29]5[C:24]=3[CH:25]=[CH:26][CH:27]=[CH:28]5)=[CH:32][CH:33]=[CH:34][CH:35]=4)=[CH:16][C:15]=2[C:14]2[C:9]1=[CH:10][CH:11]=[CH:12][CH:13]=2. The yield is 0.610. (3) The reactants are [CH2:1]([N:3]([CH3:7])[C:4](Cl)=[O:5])[CH3:2].[OH:8][C:9]1[CH:17]=[C:16]2[C:12]([CH2:13][CH2:14][C:15]2=[O:18])=[CH:11][CH:10]=1.C(=O)([O-])[O-].[K+].[K+]. The catalyst is C(#N)C. The product is [O:18]=[C:15]1[C:16]2[C:12](=[CH:11][CH:10]=[C:9]([O:8][C:4](=[O:5])[N:3]([CH2:1][CH3:2])[CH3:7])[CH:17]=2)[CH2:13][CH2:14]1. The yield is 0.815. (4) The reactants are [Cl:1][C:2]1[CH:7]=[CH:6][N:5]=[C:4]2[CH:8]=[C:9]([Sn](C)(C)C)[S:10][C:3]=12.Br[C:16]1[S:17][CH:18]=[CH:19][N:20]=1. No catalyst specified. The product is [Cl:1][C:2]1[CH:7]=[CH:6][N:5]=[C:4]2[CH:8]=[C:9]([C:16]3[S:17][CH:18]=[CH:19][N:20]=3)[S:10][C:3]=12. The yield is 0.460. (5) The reactants are [Cl:1][CH2:2][CH2:3][CH2:4][C:5]([C:7]1[CH:12]=[CH:11][C:10]([C:13]([CH3:19])([CH3:18])[C:14]([O:16][CH3:17])=[O:15])=[CH:9][CH:8]=1)=[O:6].[C:20]1([C:26]([C:34]2[CH:39]=[CH:38][CH:37]=[CH:36][CH:35]=2)([CH:28]2[CH2:33][CH2:32][NH:31][CH2:30][CH2:29]2)[OH:27])[CH:25]=[CH:24][CH:23]=[CH:22][CH:21]=1. The catalyst is C1(C)C=CC=CC=1. The product is [ClH:1].[OH:27][C:26]([C:34]1[CH:39]=[CH:38][CH:37]=[CH:36][CH:35]=1)([C:20]1[CH:21]=[CH:22][CH:23]=[CH:24][CH:25]=1)[CH:28]1[CH2:33][CH2:32][N:31]([CH2:2][CH2:3][CH2:4][C:5]([C:7]2[CH:12]=[CH:11][C:10]([C:13]([CH3:19])([CH3:18])[C:14]([O:16][CH3:17])=[O:15])=[CH:9][CH:8]=2)=[O:6])[CH2:30][CH2:29]1. The yield is 0.760.